This data is from Catalyst prediction with 721,799 reactions and 888 catalyst types from USPTO. The task is: Predict which catalyst facilitates the given reaction. Reactant: [OH:1][C:2]1[N:7]=[CH:6][C:5]([CH2:8][C:9]2[CH:10]=[C:11]3[C:16](=[C:17]4[CH:22]=[CH:21][CH:20]=[CH:19][C:18]=24)[N:15]=[CH:14][N:13]([C@H:23]2[CH2:28][CH2:27][O:26][CH2:25][C@@H:24]2[OH:29])[C:12]3=[O:30])=[CH:4][CH:3]=1.Cl[C:32]([F:37])([F:36])C([O-])=O.[Na+].CN(C=O)C. Product: [F:36][CH:32]([F:37])[O:1][C:2]1[N:7]=[CH:6][C:5]([CH2:8][C:9]2[CH:10]=[C:11]3[C:16](=[C:17]4[CH:22]=[CH:21][CH:20]=[CH:19][C:18]=24)[N:15]=[CH:14][N:13]([C@H:23]2[CH2:28][CH2:27][O:26][CH2:25][C@@H:24]2[OH:29])[C:12]3=[O:30])=[CH:4][CH:3]=1. The catalyst class is: 115.